From a dataset of Full USPTO retrosynthesis dataset with 1.9M reactions from patents (1976-2016). Predict the reactants needed to synthesize the given product. (1) The reactants are: [NH2:1][C:2]1[N:6]=[CH:5][NH:4][N:3]=1.[C:7]([CH:9]([CH2:14][CH2:15][C:16]1[CH:21]=[CH:20][CH:19]=[CH:18][CH:17]=1)[C:10](=O)[CH2:11][CH3:12])#[N:8].C1(C)C=CC(S(O)(=O)=O)=CC=1. Given the product [NH2:8][C:7]1[N:3]2[N:4]=[CH:5][N:6]=[C:2]2[N:1]=[C:10]([CH2:11][CH3:12])[C:9]=1[CH2:14][CH2:15][C:16]1[CH:17]=[CH:18][CH:19]=[CH:20][CH:21]=1, predict the reactants needed to synthesize it. (2) Given the product [C:24]([C:26]1[CH:27]=[C:28]([CH:32]=[C:33]([S:35]([F:39])([F:40])([F:36])([F:37])[F:38])[CH:34]=1)[C:29]([NH:4][C:3]1[CH:5]=[C:6]([N:10]2[C:17]3[N:13]([N:14]=[C:15]([C:18]4[CH:19]=[N:20][CH:21]=[CH:22][CH:23]=4)[CH:16]=3)[CH:12]=[CH:11]2)[C:7]([CH3:9])=[CH:8][C:2]=1[F:1])=[O:30])#[N:25], predict the reactants needed to synthesize it. The reactants are: [F:1][C:2]1[CH:8]=[C:7]([CH3:9])[C:6]([N:10]2[C:17]3[N:13]([N:14]=[C:15]([C:18]4[CH:19]=[N:20][CH:21]=[CH:22][CH:23]=4)[CH:16]=3)[CH:12]=[CH:11]2)=[CH:5][C:3]=1[NH2:4].[C:24]([C:26]1[CH:27]=[C:28]([CH:32]=[C:33]([S:35]([F:40])([F:39])([F:38])([F:37])[F:36])[CH:34]=1)[C:29](O)=[O:30])#[N:25]. (3) Given the product [CH2:1]([O:3][C:4]1[CH:5]=[C:6]2[C:11](=[C:12]3[CH2:16][C:15]([CH3:18])([CH3:17])[O:14][C:13]=13)[C:10]([C:19]1[CH:28]=[CH:27][C:22]([C:23]([OH:25])=[O:24])=[C:21]([NH:29][CH2:30][C:31]3[CH:40]=[CH:39][C:38]4[C:33](=[CH:34][CH:35]=[CH:36][CH:37]=4)[N:32]=3)[CH:20]=1)=[N:9][C:8]([CH3:41])([CH3:42])[CH2:7]2)[CH3:2], predict the reactants needed to synthesize it. The reactants are: [CH2:1]([O:3][C:4]1[CH:5]=[C:6]2[C:11](=[C:12]3[CH2:16][C:15]([CH3:18])([CH3:17])[O:14][C:13]=13)[C:10]([C:19]1[CH:28]=[CH:27][C:22]([C:23]([O:25]C)=[O:24])=[C:21]([NH:29][CH2:30][C:31]3[CH:40]=[CH:39][C:38]4[C:33](=[CH:34][CH:35]=[CH:36][CH:37]=4)[N:32]=3)[CH:20]=1)=[N:9][C:8]([CH3:42])([CH3:41])[CH2:7]2)[CH3:2].[OH-].[Li+].